From a dataset of NCI-60 drug combinations with 297,098 pairs across 59 cell lines. Regression. Given two drug SMILES strings and cell line genomic features, predict the synergy score measuring deviation from expected non-interaction effect. (1) Drug 1: CC1C(C(=O)NC(C(=O)N2CCCC2C(=O)N(CC(=O)N(C(C(=O)O1)C(C)C)C)C)C(C)C)NC(=O)C3=C4C(=C(C=C3)C)OC5=C(C(=O)C(=C(C5=N4)C(=O)NC6C(OC(=O)C(N(C(=O)CN(C(=O)C7CCCN7C(=O)C(NC6=O)C(C)C)C)C)C(C)C)C)N)C. Drug 2: CC(C)(C#N)C1=CC(=CC(=C1)CN2C=NC=N2)C(C)(C)C#N. Cell line: T-47D. Synergy scores: CSS=1.52, Synergy_ZIP=-1.64, Synergy_Bliss=-4.71, Synergy_Loewe=-3.92, Synergy_HSA=-4.83. (2) Synergy scores: CSS=1.61, Synergy_ZIP=5.04, Synergy_Bliss=3.32, Synergy_Loewe=4.83, Synergy_HSA=4.93. Drug 2: CCC1(CC2CC(C3=C(CCN(C2)C1)C4=CC=CC=C4N3)(C5=C(C=C6C(=C5)C78CCN9C7C(C=CC9)(C(C(C8N6C)(C(=O)OC)O)OC(=O)C)CC)OC)C(=O)OC)O.OS(=O)(=O)O. Drug 1: CCC(=C(C1=CC=CC=C1)C2=CC=C(C=C2)OCCN(C)C)C3=CC=CC=C3.C(C(=O)O)C(CC(=O)O)(C(=O)O)O. Cell line: OVCAR-5.